The task is: Regression. Given two drug SMILES strings and cell line genomic features, predict the synergy score measuring deviation from expected non-interaction effect.. This data is from NCI-60 drug combinations with 297,098 pairs across 59 cell lines. (1) Synergy scores: CSS=13.2, Synergy_ZIP=11.6, Synergy_Bliss=14.9, Synergy_Loewe=5.30, Synergy_HSA=17.1. Drug 2: C1C(C(OC1N2C=NC3=C(N=C(N=C32)Cl)N)CO)O. Cell line: UO-31. Drug 1: CC1=C(C=C(C=C1)NC2=NC=CC(=N2)N(C)C3=CC4=NN(C(=C4C=C3)C)C)S(=O)(=O)N.Cl. (2) Drug 1: CNC(=O)C1=CC=CC=C1SC2=CC3=C(C=C2)C(=NN3)C=CC4=CC=CC=N4. Drug 2: C1CCC(CC1)NC(=O)N(CCCl)N=O. Cell line: HOP-92. Synergy scores: CSS=28.7, Synergy_ZIP=-2.29, Synergy_Bliss=2.01, Synergy_Loewe=2.12, Synergy_HSA=1.30.